From a dataset of Forward reaction prediction with 1.9M reactions from USPTO patents (1976-2016). Predict the product of the given reaction. (1) The product is: [Cl:1][C:2]1[CH:10]=[CH:9][CH:8]=[C:7]([N+:11]([O-:13])=[O:12])[C:3]=1[C:4]([NH:18][C:19]1[CH:24]=[CH:23][CH:22]=[CH:21][C:20]=1[CH3:25])=[O:6]. Given the reactants [Cl:1][C:2]1[CH:10]=[CH:9][CH:8]=[C:7]([N+:11]([O-:13])=[O:12])[C:3]=1[C:4]([OH:6])=O.O=S(Cl)Cl.[NH2:18][C:19]1[C:20]([CH3:25])=[CH:21][CH:22]=[CH:23][CH:24]=1.C([O-])(O)=O.[Na+], predict the reaction product. (2) The product is: [F:26][C:27]1[CH:32]=[CH:31][C:30]([O:33][CH2:2][C:3]2[N:4]=[C:5]3[S:12][C:11]([CH3:13])=[C:10]([C:14]([O:16][CH3:17])=[O:15])[N:6]3[C:7](=[O:9])[CH:8]=2)=[CH:29][CH:28]=1. Given the reactants Cl[CH2:2][C:3]1[N:4]=[C:5]2[S:12][C:11]([CH3:13])=[C:10]([C:14]([O:16][CH3:17])=[O:15])[N:6]2[C:7](=[O:9])[CH:8]=1.[I-].[K+].C(=O)([O-])[O-].[K+].[K+].[F:26][C:27]1[CH:32]=[CH:31][C:30]([OH:33])=[CH:29][CH:28]=1, predict the reaction product. (3) Given the reactants F[C:2]1[CH:3]=[C:4]([N+:8]([O-:10])=[O:9])[CH:5]=[CH:6][CH:7]=1.C([O-])([O-])=O.[K+].[K+].[CH3:17][N:18]1[CH2:23][CH2:22][NH:21][CH2:20][CH2:19]1, predict the reaction product. The product is: [CH3:17][N:18]1[CH2:23][CH2:22][N:21]([C:2]2[CH:7]=[CH:6][CH:5]=[C:4]([N+:8]([O-:10])=[O:9])[CH:3]=2)[CH2:20][CH2:19]1. (4) Given the reactants IC1C=C(NC(C)C(O)=O)C=CC=1.C([Si](C)(C)O[C@@H]1CN(CCCNCC(OC)OC)CCC21CC2)(C)(C)C.C([Si](C)(C)[O:45][C@@H:46]1[CH2:53][N:52]([CH2:54][CH2:55][CH2:56][N:57]([CH2:70][CH:71](OC)OC)[C:58](=[O:69])[CH:59]([NH:61][C:62]2[CH:67]=[CH:66][CH:65]=[C:64]([I:68])[CH:63]=2)[CH3:60])[CH2:51][CH2:50][C:47]21[CH2:49][CH2:48]2)(C)(C)C.C([Si](C)(C)O[C@@H]1CN(CCCN2CCN(C3C=CC=C(I)C=3)C(C)C2=O)CCC21CC2)(C)(C)C, predict the reaction product. The product is: [OH:45][C@@H:46]1[CH2:53][N:52]([CH2:54][CH2:55][CH2:56][N:57]2[CH2:70][CH2:71][N:61]([C:62]3[CH:67]=[CH:66][CH:65]=[C:64]([I:68])[CH:63]=3)[CH:59]([CH3:60])[C:58]2=[O:69])[CH2:51][CH2:50][C:47]21[CH2:49][CH2:48]2.